Predict which catalyst facilitates the given reaction. From a dataset of Catalyst prediction with 721,799 reactions and 888 catalyst types from USPTO. (1) Reactant: [OH-].[Na+].[Cl:3][C:4]1[CH:9]=[C:8]([S:10]([CH2:13][C:14]([O:16]C)=[O:15])(=[O:12])=[O:11])[CH:7]=[CH:6][C:5]=1[NH:18][C:19](=[O:27])[C@:20]([OH:26])([CH3:25])[C:21]([F:24])([F:23])[F:22].Cl. Product: [Cl:3][C:4]1[CH:9]=[C:8]([S:10]([CH2:13][C:14]([OH:16])=[O:15])(=[O:12])=[O:11])[CH:7]=[CH:6][C:5]=1[NH:18][C:19](=[O:27])[C@:20]([OH:26])([CH3:25])[C:21]([F:24])([F:23])[F:22]. The catalyst class is: 5. (2) Reactant: [N:1]1[CH:6]=[CH:5][CH:4]=[C:3]([NH:7][S:8]([C:11]2[CH:12]=[C:13]([N+:17]([O-])=O)[CH:14]=[CH:15][CH:16]=2)(=[O:10])=[O:9])[CH:2]=1.CN(C)C=O. Product: [N:1]1[CH:6]=[CH:5][CH:4]=[C:3]([NH:7][S:8]([C:11]2[CH:12]=[C:13]([NH2:17])[CH:14]=[CH:15][CH:16]=2)(=[O:10])=[O:9])[CH:2]=1. The catalyst class is: 29. (3) Reactant: [Cl:1][CH2:2][CH2:3][CH2:4][N:5]1[CH:10]=[C:9]([C:11]2[CH:12]=[N:13][CH:14]=[CH:15][CH:16]=2)[C:8](=[O:17])[NH:7][C:6]1=[O:18].[F:19][C:20]([F:34])([F:33])[C:21]1[CH:26]=[CH:25][C:24]([C@:27]23[CH2:32][C@H:31]2[CH2:30][NH:29][CH2:28]3)=[CH:23][CH:22]=1.CCN(C(C)C)C(C)C.O1CCOCC1. Product: [ClH:1].[ClH:1].[ClH:1].[N:13]1[CH:14]=[CH:15][CH:16]=[C:11]([C:9]2[C:8](=[O:17])[NH:7][C:6](=[O:18])[N:5]([CH2:4][CH2:3][CH2:2][N:29]3[CH2:30][C@H:31]4[C@:27]([C:24]5[CH:23]=[CH:22][C:21]([C:20]([F:19])([F:34])[F:33])=[CH:26][CH:25]=5)([CH2:32]4)[CH2:28]3)[CH:10]=2)[CH:12]=1. The catalyst class is: 14. (4) Reactant: [C:1]([O:5][C:6]([NH:8][CH2:9][C:10]1[CH:18]=[CH:17][C:13]([C:14]([OH:16])=O)=[CH:12][CH:11]=1)=[O:7])([CH3:4])([CH3:3])[CH3:2].ON1C2C=CC=CC=2N=N1.Cl.C(N=C=NCCCN(C)C)C.[NH2:41][C:42]1[CH:47]=[CH:46][C:45]([NH2:48])=[CH:44][CH:43]=1. Product: [C:1]([O:5][C:6](=[O:7])[NH:8][CH2:9][C:10]1[CH:11]=[CH:12][C:13]([C:14](=[O:16])[NH:41][C:42]2[CH:47]=[CH:46][C:45]([NH2:48])=[CH:44][CH:43]=2)=[CH:17][CH:18]=1)([CH3:2])([CH3:3])[CH3:4]. The catalyst class is: 338. (5) Reactant: [S:1]1[CH:5]=[CH:4][N:3]=[C:2]1[C:6]1[CH:13]=[CH:12][CH:11]=[CH:10][C:7]=1[CH:8]=O.[NH2:14][C:15]1[N:20]=[CH:19][C:18]([C:21]2[CH:22]=[C:23]([NH2:32])[C:24]([NH:27][C:28]([CH3:31])([CH3:30])[CH3:29])=[CH:25][CH:26]=2)=[CH:17][N:16]=1.O.C([O-])(O)=O.[Na+]. Product: [C:28]([N:27]1[C:24]2[CH:25]=[CH:26][C:21]([C:18]3[CH:17]=[N:16][C:15]([NH2:14])=[N:20][CH:19]=3)=[CH:22][C:23]=2[N:32]=[C:8]1[C:7]1[CH:10]=[CH:11][CH:12]=[CH:13][C:6]=1[C:2]1[S:1][CH:5]=[CH:4][N:3]=1)([CH3:31])([CH3:29])[CH3:30]. The catalyst class is: 15. (6) Reactant: [NH2:1][C:2]1[CH:3]=[C:4]([C:9]2[C:17]3[C:16]([NH:18][C@H:19]([C:21]4[N:26]([C:27]5[CH:32]=[CH:31][CH:30]=[CH:29][CH:28]=5)[C:25](=[O:33])[C:24]5=[C:34]([CH3:37])[CH:35]=[CH:36][N:23]5[N:22]=4)[CH3:20])=[N:15][CH:14]=[N:13][C:12]=3[N:11]([CH2:38][O:39][CH2:40][CH2:41][Si:42]([CH3:45])([CH3:44])[CH3:43])[CH:10]=2)[CH:5]=[C:6]([F:8])[CH:7]=1.N1C=CC=CC=1.[S:52](Cl)(=[O:55])(=[O:54])[NH2:53]. Product: [F:8][C:6]1[CH:7]=[C:2]([NH:1][S:52]([NH2:53])(=[O:55])=[O:54])[CH:3]=[C:4]([C:9]2[C:17]3[C:16]([NH:18][C@H:19]([C:21]4[N:26]([C:27]5[CH:32]=[CH:31][CH:30]=[CH:29][CH:28]=5)[C:25](=[O:33])[C:24]5=[C:34]([CH3:37])[CH:35]=[CH:36][N:23]5[N:22]=4)[CH3:20])=[N:15][CH:14]=[N:13][C:12]=3[N:11]([CH2:38][O:39][CH2:40][CH2:41][Si:42]([CH3:43])([CH3:45])[CH3:44])[CH:10]=2)[CH:5]=1. The catalyst class is: 7.